This data is from Forward reaction prediction with 1.9M reactions from USPTO patents (1976-2016). The task is: Predict the product of the given reaction. The product is: [Cl:1][C:2]1[CH:3]=[C:4]([NH:19][S:27]([C:24]2[CH:25]=[CH:26][C:21]([CH3:20])=[CH:22][CH:23]=2)(=[O:29])=[O:28])[CH:5]=[N:6][C:7]=1[O:8][C:9]1[N:10]=[CH:11][C:12]2[C:17]([CH:18]=1)=[CH:16][CH:15]=[CH:14][CH:13]=2. Given the reactants [Cl:1][C:2]1[CH:3]=[C:4]([NH2:19])[CH:5]=[N:6][C:7]=1[O:8][C:9]1[N:10]=[CH:11][C:12]2[C:17]([CH:18]=1)=[CH:16][CH:15]=[CH:14][CH:13]=2.[CH3:20][C:21]1[CH:26]=[CH:25][C:24]([S:27](Cl)(=[O:29])=[O:28])=[CH:23][CH:22]=1, predict the reaction product.